Dataset: Full USPTO retrosynthesis dataset with 1.9M reactions from patents (1976-2016). Task: Predict the reactants needed to synthesize the given product. (1) Given the product [Cl:46][C:43]1[CH:44]=[CH:45][C:40]([CH2:39][O:38][C:35]2[CH:36]=[CH:37][N:32]([C:29]3[CH:30]=[CH:31][C:26]4[N:25]=[C:49]([CH2:10][CH3:11])[N:48]([CH3:50])[C:27]=4[CH:28]=3)[C:33](=[O:47])[CH:34]=2)=[CH:41][CH:42]=1, predict the reactants needed to synthesize it. The reactants are: CN(C(ON1N=N[C:11]2C=CC=N[C:10]1=2)=[N+](C)C)C.F[P-](F)(F)(F)(F)F.[NH2:25][C:26]1[CH:31]=[CH:30][C:29]([N:32]2[CH:37]=[CH:36][C:35]([O:38][CH2:39][C:40]3[CH:45]=[CH:44][C:43]([Cl:46])=[CH:42][CH:41]=3)=[CH:34][C:33]2=[O:47])=[CH:28][C:27]=1[NH:48][CH3:49].[CH:50](N(CC)C(C)C)(C)C.C(O)(=O)CC. (2) Given the product [OH:15][CH2:14][CH2:13][O:12][CH2:11][C:7]1[CH:6]=[C:5]([CH:10]=[CH:9][CH:8]=1)[C:3]#[N:2], predict the reactants needed to synthesize it. The reactants are: O[N:2]=[C:3]([C:5]1[CH:10]=[CH:9][CH:8]=[C:7]([CH2:11][O:12][CH2:13][CH2:14][O:15]C)[CH:6]=1)N.BrCC1C=C(C=CC=1)C#N. (3) Given the product [CH3:1][N:2]1[C:6]2([CH2:21][C:9]3[CH:10]=[C:11]4[C:16](=[CH:17][C:8]=3[CH2:7]2)[N:15]=[C:14]([C:18]([NH:24][C:25]2[CH:30]=[CH:29][CH:28]=[CH:27][CH:26]=2)=[O:19])[CH:13]=[CH:12]4)[C:5](=[O:22])[NH:4][C:3]1=[O:23], predict the reactants needed to synthesize it. The reactants are: [CH3:1][N:2]1[C:6]2([CH2:21][C:9]3[CH:10]=[C:11]4[C:16](=[CH:17][C:8]=3[CH2:7]2)[N:15]=[C:14]([C:18](O)=[O:19])[CH:13]=[CH:12]4)[C:5](=[O:22])[NH:4][C:3]1=[O:23].[NH2:24][C:25]1[CH:30]=[CH:29][CH:28]=[CH:27][CH:26]=1.C(Cl)CCl.C1C=CC2N(O)N=NC=2C=1.C(N(CC)C(C)C)(C)C. (4) The reactants are: [S:1]1[CH2:5][CH2:4][CH2:3][CH2:2]1.[Br:6][CH2:7][C:8](=[O:13])[C:9]([CH3:12])([CH3:11])[CH3:10]. Given the product [Br-:6].[O:13]=[C:8]([C:9]([CH3:12])([CH3:11])[CH3:10])[CH2:7][S+:1]1[CH2:5][CH2:4][CH2:3][CH2:2]1, predict the reactants needed to synthesize it. (5) Given the product [CH3:1][O:2][CH2:3][CH2:4][N:5]([CH3:60])[C:6]([N:8]1[CH2:9][CH2:10][N:11]([CH2:14][CH2:15][N:16]([CH3:59])[CH2:17][C:18]2[CH:23]=[CH:22][CH:21]=[C:20]([C:24](=[O:58])[NH:25][C:26]3[CH:31]=[CH:30][C:29]([N:32]4[CH2:33][CH2:34][CH2:35][CH2:36][CH2:37]4)=[CH:28][C:27]=3[C:38]3[CH:43]=[C:42]([C:44](=[O:57])[NH:45][CH2:46][C:47]4[CH:52]=[CH:51][CH:50]=[C:49]([C:53]([F:54])([F:55])[F:56])[CH:48]=4)[CH:41]=[CH:40][N:39]=3)[CH:19]=2)[CH2:12][CH2:13]1)=[O:7], predict the reactants needed to synthesize it. The reactants are: [CH3:1][O:2][CH2:3][CH2:4][NH:5][C:6]([N:8]1[CH2:13][CH2:12][N:11]([CH2:14][CH2:15][N:16]([CH3:59])[CH2:17][C:18]2[CH:23]=[CH:22][CH:21]=[C:20]([C:24](=[O:58])[NH:25][C:26]3[CH:31]=[CH:30][C:29]([N:32]4[CH2:37][CH2:36][CH2:35][CH2:34][CH2:33]4)=[CH:28][C:27]=3[C:38]3[CH:43]=[C:42]([C:44](=[O:57])[NH:45][CH2:46][C:47]4[CH:52]=[CH:51][CH:50]=[C:49]([C:53]([F:56])([F:55])[F:54])[CH:48]=4)[CH:41]=[CH:40][N:39]=3)[CH:19]=2)[CH2:10][CH2:9]1)=[O:7].[CH3:60]OCCNC. (6) The reactants are: [Cl-].O[NH3+:3].[C:4](=[O:7])([O-])[OH:5].[Na+].CS(C)=O.[CH2:13]([C:17]1[N:22]2[N:23]=[C:24]([CH3:26])[N:25]=[C:21]2[N:20]([CH:27]2[CH2:32][CH2:31][O:30][CH2:29][CH2:28]2)[C:19](=[O:33])[C:18]=1[CH2:34][C:35]1[CH:40]=[CH:39][C:38]([C:41]2[C:42]([C:47]#[N:48])=[CH:43][CH:44]=[CH:45][CH:46]=2)=[CH:37][CH:36]=1)[CH2:14][CH2:15][CH3:16]. Given the product [CH2:13]([C:17]1[N:22]2[N:23]=[C:24]([CH3:26])[N:25]=[C:21]2[N:20]([CH:27]2[CH2:28][CH2:29][O:30][CH2:31][CH2:32]2)[C:19](=[O:33])[C:18]=1[CH2:34][C:35]1[CH:36]=[CH:37][C:38]([C:41]2[CH:46]=[CH:45][CH:44]=[CH:43][C:42]=2[C:47]2[NH:3][C:4](=[O:7])[O:5][N:48]=2)=[CH:39][CH:40]=1)[CH2:14][CH2:15][CH3:16], predict the reactants needed to synthesize it. (7) Given the product [CH3:23][O:22][C:20](=[O:21])[C:19]1[CH:24]=[CH:25][C:16]([CH2:15][CH2:14][CH2:13][C:12]2[C:11]3[C:6](=[CH:7][CH:8]=[C:9]([Cl:26])[CH:10]=3)[N:5]([CH:27]([C:28]3[CH:33]=[CH:32][CH:31]=[CH:30][CH:29]=3)[C:34]3[CH:35]=[CH:36][CH:37]=[CH:38][CH:39]=3)[C:4]=2[CH2:3][CH2:2][NH:1][S:49]([CH2:48][C:43]2[CH:44]=[CH:45][CH:46]=[CH:47][C:42]=2[C:41]([F:40])([F:53])[F:54])(=[O:51])=[O:50])=[CH:17][CH:18]=1, predict the reactants needed to synthesize it. The reactants are: [NH2:1][CH2:2][CH2:3][C:4]1[N:5]([CH:27]([C:34]2[CH:39]=[CH:38][CH:37]=[CH:36][CH:35]=2)[C:28]2[CH:33]=[CH:32][CH:31]=[CH:30][CH:29]=2)[C:6]2[C:11]([C:12]=1[CH2:13][CH2:14][CH2:15][C:16]1[CH:25]=[CH:24][C:19]([C:20]([O:22][CH3:23])=[O:21])=[CH:18][CH:17]=1)=[CH:10][C:9]([Cl:26])=[CH:8][CH:7]=2.[F:40][C:41]([F:54])([F:53])[C:42]1[CH:47]=[CH:46][CH:45]=[CH:44][C:43]=1[CH2:48][S:49](N)(=[O:51])=[O:50].C([O-])(O)=O.[Na+]. (8) Given the product [ClH:24].[NH:20]1[CH:21]=[CH:22][CH:23]=[C:19]1[C:17]1[O:16][N:15]=[C:14]([CH:10]2[CH2:11][CH2:12][CH2:13][NH:8][CH2:9]2)[N:18]=1, predict the reactants needed to synthesize it. The reactants are: C(OC([N:8]1[CH2:13][CH2:12][CH2:11][CH:10]([C:14]2[N:18]=[C:17]([C:19]3[NH:20][CH:21]=[CH:22][CH:23]=3)[O:16][N:15]=2)[CH2:9]1)=O)(C)(C)C.[Cl:24]CCl. (9) Given the product [CH3:1][O:2][C:3]1[CH:4]=[C:5]([CH2:12][C:13]([N:16]2[CH2:20][CH2:19][CH2:18][CH2:17]2)=[O:15])[CH:6]=[CH:7][C:8]=1[N+:9]([O-:11])=[O:10], predict the reactants needed to synthesize it. The reactants are: [CH3:1][O:2][C:3]1[CH:4]=[C:5]([CH2:12][C:13]([OH:15])=O)[CH:6]=[CH:7][C:8]=1[N+:9]([O-:11])=[O:10].[NH:16]1[CH2:20][CH2:19][CH2:18][CH2:17]1.C(N(C(C)C)CC)(C)C. (10) Given the product [C:18]12([NH:28][CH2:11][C:10]3[CH:13]=[CH:14][C:7]([O:6][CH2:5][C:4]4[CH:15]=[CH:16][CH:17]=[C:2]([Br:1])[CH:3]=4)=[CH:8][CH:9]=3)[CH2:25][CH:24]3[CH2:23][CH:22]([CH2:21][CH:20]([CH2:26]3)[CH2:19]1)[CH2:27]2, predict the reactants needed to synthesize it. The reactants are: [Br:1][C:2]1[CH:3]=[C:4]([CH:15]=[CH:16][CH:17]=1)[CH2:5][O:6][C:7]1[CH:14]=[CH:13][C:10]([CH:11]=O)=[CH:9][CH:8]=1.[C:18]12([NH2:28])[CH2:27][CH:22]3[CH2:23][CH:24]([CH2:26][CH:20]([CH2:21]3)[CH2:19]1)[CH2:25]2.